From a dataset of Peptide-MHC class I binding affinity with 185,985 pairs from IEDB/IMGT. Regression. Given a peptide amino acid sequence and an MHC pseudo amino acid sequence, predict their binding affinity value. This is MHC class I binding data. (1) The peptide sequence is TSKKNVLKV. The MHC is H-2-Db with pseudo-sequence H-2-Db. The binding affinity (normalized) is 0.0641. (2) The peptide sequence is YVPTEFWGF. The MHC is HLA-B15:17 with pseudo-sequence HLA-B15:17. The binding affinity (normalized) is 0.0847. (3) The peptide sequence is ISDSNPYLTQW. The MHC is HLA-B51:01 with pseudo-sequence HLA-B51:01. The binding affinity (normalized) is 0. (4) The peptide sequence is FLRKRRRFF. The MHC is HLA-B27:05 with pseudo-sequence HLA-B27:05. The binding affinity (normalized) is 0.0847. (5) The peptide sequence is RQHGFTPSK. The MHC is HLA-B08:03 with pseudo-sequence HLA-B08:03. The binding affinity (normalized) is 0.0847. (6) The peptide sequence is VTTEVAFGL. The MHC is HLA-A24:02 with pseudo-sequence HLA-A24:02. The binding affinity (normalized) is 0.0847. (7) The peptide sequence is EYSYYSSMY. The MHC is HLA-A01:01 with pseudo-sequence HLA-A01:01. The binding affinity (normalized) is 0.204. (8) The peptide sequence is TVWLSVIWMM. The MHC is HLA-A02:06 with pseudo-sequence HLA-A02:06. The binding affinity (normalized) is 0.606. (9) The peptide sequence is WLMKYPYQL. The MHC is HLA-B08:01 with pseudo-sequence HLA-B08:01. The binding affinity (normalized) is 0.585. (10) The peptide sequence is HDSNVKNLY. The MHC is HLA-B18:01 with pseudo-sequence HLA-B18:01. The binding affinity (normalized) is 0.393.